This data is from Catalyst prediction with 721,799 reactions and 888 catalyst types from USPTO. The task is: Predict which catalyst facilitates the given reaction. Reactant: [C:1]([C:4]1[NH:20][C:7]2=[CH:8][C:9]3[C:10]([CH3:19])([CH3:18])[C:11](=[O:17])[N:12]([CH2:15][CH3:16])[C:13]=3[CH:14]=[C:6]2[N:5]=1)(=[O:3])[CH3:2].O.C1(C)C=CC(S(O)(=O)=O)=CC=1.[O:33]1[CH:38]=[CH:37][CH2:36][CH2:35][CH2:34]1. Product: [C:1]([C:4]1[N:20]([CH:34]2[CH2:35][CH2:36][CH2:37][CH2:38][O:33]2)[C:7]2=[CH:8][C:9]3[C:10]([CH3:19])([CH3:18])[C:11](=[O:17])[N:12]([CH2:15][CH3:16])[C:13]=3[CH:14]=[C:6]2[N:5]=1)(=[O:3])[CH3:2]. The catalyst class is: 4.